This data is from Catalyst prediction with 721,799 reactions and 888 catalyst types from USPTO. The task is: Predict which catalyst facilitates the given reaction. Reactant: [CH3:1][N:2]1[C:10]2[NH:9][CH:8]=[N:7][C:6]=2[C:5](=[O:11])[NH:4][C:3]1=[O:12].C([O-])(O)=O.[Na+].[Br:18]Br. Product: [Br:18][C:8]1[NH:9][C:10]2[N:2]([CH3:1])[C:3](=[O:12])[NH:4][C:5](=[O:11])[C:6]=2[N:7]=1. The catalyst class is: 15.